Dataset: Peptide-MHC class I binding affinity with 185,985 pairs from IEDB/IMGT. Task: Regression. Given a peptide amino acid sequence and an MHC pseudo amino acid sequence, predict their binding affinity value. This is MHC class I binding data. (1) The peptide sequence is RQMESEGIFL. The MHC is HLA-A02:06 with pseudo-sequence HLA-A02:06. The binding affinity (normalized) is 0.795. (2) The peptide sequence is ILTYNKTSK. The MHC is HLA-A31:01 with pseudo-sequence HLA-A31:01. The binding affinity (normalized) is 0.331. (3) The peptide sequence is VRGGMVAPL. The MHC is HLA-B48:01 with pseudo-sequence HLA-B48:01. The binding affinity (normalized) is 0.0847. (4) The peptide sequence is IVIEAIHTV. The MHC is HLA-C15:02 with pseudo-sequence HLA-C15:02. The binding affinity (normalized) is 0.461. (5) The peptide sequence is MLLRSAIGQV. The MHC is HLA-A68:02 with pseudo-sequence HLA-A68:02. The binding affinity (normalized) is 0.312. (6) The peptide sequence is QIYAGIKVK. The MHC is HLA-A68:02 with pseudo-sequence HLA-A68:02. The binding affinity (normalized) is 0. (7) The peptide sequence is MSAPPAEYK. The MHC is Patr-A0101 with pseudo-sequence Patr-A0101. The binding affinity (normalized) is 0.272. (8) The peptide sequence is SRLKPSSFK. The MHC is HLA-B73:01 with pseudo-sequence HLA-B73:01. The binding affinity (normalized) is 0.0847. (9) The MHC is Patr-A0901 with pseudo-sequence Patr-A0901. The binding affinity (normalized) is 0.408. The peptide sequence is SFPNIHLHQDI. (10) The peptide sequence is TEHSWNADL. The MHC is HLA-B40:01 with pseudo-sequence HLA-B40:01. The binding affinity (normalized) is 0.674.